The task is: Predict the reaction yield, written as a fraction of the theoretical maximum amount of product (1.0 means a 100% yield; for example, 0.34 means a 34% yield).. This data is from Reaction yield outcomes from USPTO patents with 853,638 reactions. (1) The reactants are Br[C:2]1[CH:3]=[C:4]([CH:8]2[CH2:13][CH2:12][O:11][C:10]([CH3:15])([CH3:14])[O:9]2)[CH:5]=[CH:6][CH:7]=1.C([Li])CCC.[C:21](=[O:23])=[O:22].[Cl-].[NH4+]. The catalyst is C1COCC1.CCCCCC. The product is [CH3:14][C:10]1([CH3:15])[O:9][CH:8]([C:4]2[CH:3]=[C:2]([CH:7]=[CH:6][CH:5]=2)[C:21]([OH:23])=[O:22])[CH2:13][CH2:12][O:11]1. The yield is 0.630. (2) The reactants are CC1(C)OB([C:7]2[CH:8]=[N:9][C:10]([C:13]([F:16])([F:15])[F:14])=[N:11][CH:12]=2)OC1(C)C.Cl[C:21]1[N:26]=[C:25]([C:27]([F:30])([F:29])[F:28])[N:24]=[C:23]([CH2:31][NH:32][C:33](=[O:39])[O:34][C:35]([CH3:38])([CH3:37])[CH3:36])[CH:22]=1.C(=O)([O-])[O-].[K+].[K+]. The catalyst is O1CCOCC1.C1C=CC(P(C2C=CC=CC=2)[C-]2C=CC=C2)=CC=1.C1C=CC(P(C2C=CC=CC=2)[C-]2C=CC=C2)=CC=1.Cl[Pd]Cl.[Fe+2]. The product is [F:30][C:27]([F:28])([F:29])[C:25]1[N:24]=[C:23]([CH2:31][NH:32][C:33](=[O:39])[O:34][C:35]([CH3:37])([CH3:38])[CH3:36])[CH:22]=[C:21]([C:7]2[CH:12]=[N:11][C:10]([C:13]([F:14])([F:15])[F:16])=[N:9][CH:8]=2)[N:26]=1. The yield is 0.580.